This data is from Forward reaction prediction with 1.9M reactions from USPTO patents (1976-2016). The task is: Predict the product of the given reaction. (1) Given the reactants [Br:1][C:2]1[C:11]([CH3:12])=[C:10]2[C:5]([C:6](O)=[CH:7][CH:8]=[N:9]2)=[CH:4][CH:3]=1.O=P(Cl)(Cl)[Cl:16], predict the reaction product. The product is: [Br:1][C:2]1[C:11]([CH3:12])=[C:10]2[C:5]([C:6]([Cl:16])=[CH:7][CH:8]=[N:9]2)=[CH:4][CH:3]=1. (2) Given the reactants [CH2:1]([O:3][P:4]([CH2:9][C:10]1[CH:15]=[CH:14][C:13]([NH:16][C:17]2[N:22]=[C:21](Cl)[C:20]([C:24]([F:27])([F:26])[F:25])=[CH:19][N:18]=2)=[CH:12][CH:11]=1)(=[O:8])[O:5][CH2:6][CH3:7])[CH3:2].[NH2:28][C:29]1[CH:30]=[CH:31][C:32]([C:40]2[N:41]=[N:42][NH:43][N:44]=2)=[C:33]2[C:37]=1[C:36](=[O:38])[N:35]([CH3:39])[CH2:34]2, predict the reaction product. The product is: [CH2:1]([O:3][P:4]([CH2:9][C:10]1[CH:15]=[CH:14][C:13]([NH:16][C:17]2[N:22]=[C:21]([NH:28][C:29]3[CH:30]=[CH:31][C:32]([C:40]4[N:41]=[N:42][NH:43][N:44]=4)=[C:33]4[C:37]=3[C:36](=[O:38])[N:35]([CH3:39])[CH2:34]4)[C:20]([C:24]([F:27])([F:26])[F:25])=[CH:19][N:18]=2)=[CH:12][CH:11]=1)(=[O:8])[O:5][CH2:6][CH3:7])[CH3:2]. (3) Given the reactants [O:1]1[C:5]2[CH:6]=[CH:7][CH:8]=[CH:9][C:4]=2[C:3]([C:10]2[CH:11]=[N:12][NH:13][C:14]=2[NH2:15])=[N:2]1.[CH2:16]([N:18]1[C:26]2[C:21](=[CH:22][C:23]([C:27](=O)[CH2:28][C:29](OCC)=[O:30])=[CH:24][CH:25]=2)[CH:20]=[N:19]1)[CH3:17].CC1C=CC(S(O)(=O)=O)=CC=1, predict the reaction product. The product is: [O:1]1[C:5]2[CH:6]=[CH:7][CH:8]=[CH:9][C:4]=2[C:3]([C:10]2[CH:11]=[N:12][N:13]3[C:29](=[O:30])[CH:28]=[C:27]([C:23]4[CH:22]=[C:21]5[C:26](=[CH:25][CH:24]=4)[N:18]([CH2:16][CH3:17])[N:19]=[CH:20]5)[NH:15][C:14]=23)=[N:2]1. (4) Given the reactants [OH:1][C@@H:2]1[CH2:7][N:6]([C:8]([O:10][CH3:11])=[O:9])[C@H:5]([C:12]([N:14]2[CH2:19][CH2:18][N:17]([C:20]3[CH:25]=[CH:24][CH:23]=[CH:22][CH:21]=3)[CH2:16][CH2:15]2)=[O:13])[C@@H:4]([C:26]([O:28][CH3:29])=[O:27])[CH2:3]1.C(Cl)Cl.C1N=CN([C:38](N2C=NC=C2)=[O:39])C=1.[NH:45]1[CH2:51][CH2:50][CH2:49][C@H:46]1[CH2:47][OH:48], predict the reaction product. The product is: [OH:48][CH2:47][C@@H:46]1[CH2:49][CH2:50][CH2:51][N:45]1[C:38]([O:1][C@@H:2]1[CH2:7][N:6]([C:8]([O:10][CH3:11])=[O:9])[C@H:5]([C:12]([N:14]2[CH2:19][CH2:18][N:17]([C:20]3[CH:25]=[CH:24][CH:23]=[CH:22][CH:21]=3)[CH2:16][CH2:15]2)=[O:13])[C@@H:4]([C:26]([O:28][CH3:29])=[O:27])[CH2:3]1)=[O:39].